This data is from Reaction yield outcomes from USPTO patents with 853,638 reactions. The task is: Predict the reaction yield, written as a fraction of the theoretical maximum amount of product (1.0 means a 100% yield; for example, 0.34 means a 34% yield). (1) The reactants are C(O[N:6]([CH2:10][C:11]([NH:13][C:14]1[CH:19]=[CH:18][C:17]([CH3:20])=[C:16]([CH:21]2[CH2:26][CH2:25][N:24]([CH2:27][C:28]3[CH:33]=[CH:32][C:31]([O:34][C:35]4[CH:40]=[C:39]([F:41])[C:38]([F:42])=[CH:37][C:36]=4[F:43])=[CH:30][CH:29]=3)[CH2:23][CH2:22]2)[CH:15]=1)=[O:12])[C:7](C)=O)(C)(C)C.FC(F)(F)C(O)=O.C(Cl)[Cl:52]. The catalyst is Cl. The product is [ClH:52].[ClH:52].[CH3:7][NH:6][CH2:10][C:11]([NH:13][C:14]1[CH:19]=[CH:18][C:17]([CH3:20])=[C:16]([CH:21]2[CH2:22][CH2:23][N:24]([CH2:27][C:28]3[CH:29]=[CH:30][C:31]([O:34][C:35]4[CH:40]=[C:39]([F:41])[C:38]([F:42])=[CH:37][C:36]=4[F:43])=[CH:32][CH:33]=3)[CH2:25][CH2:26]2)[CH:15]=1)=[O:12]. The yield is 0.880. (2) The reactants are [C:1]([C:3]1[C:7]([C:8]2[CH:13]=[CH:12][C:11]([Cl:14])=[CH:10][C:9]=2[Cl:15])=[C:6]([C:16]2[NH:17][CH:18]=[CH:19][N:20]=2)[S:5][C:4]=1[C:21]1[CH:26]=[CH:25][N:24]=[C:23]([N:27]([CH2:31][C:32]2[CH:37]=[CH:36][C:35]([O:38][CH3:39])=[CH:34][CH:33]=2)[C:28](=[O:30])[CH3:29])[CH:22]=1)#[N:2].CN(C)C=O.[H-].[Na+].[F:47][C:48]1[CH:55]=[CH:54][C:51]([CH2:52]Br)=[CH:50][CH:49]=1. The catalyst is C(Cl)Cl.CCOC(C)=O. The product is [C:1]([C:3]1[C:7]([C:8]2[CH:13]=[CH:12][C:11]([Cl:14])=[CH:10][C:9]=2[Cl:15])=[C:6]([C:16]2[N:17]([CH2:52][C:51]3[CH:54]=[CH:55][C:48]([F:47])=[CH:49][CH:50]=3)[CH:18]=[CH:19][N:20]=2)[S:5][C:4]=1[C:21]1[CH:26]=[CH:25][N:24]=[C:23]([N:27]([CH2:31][C:32]2[CH:33]=[CH:34][C:35]([O:38][CH3:39])=[CH:36][CH:37]=2)[C:28](=[O:30])[CH3:29])[CH:22]=1)#[N:2]. The yield is 0.771.